This data is from Catalyst prediction with 721,799 reactions and 888 catalyst types from USPTO. The task is: Predict which catalyst facilitates the given reaction. (1) The catalyst class is: 1. Product: [C:11]([C@H:15]1[O:19][C:18](=[O:20])[C@@:17]([C:27]2([OH:32])[CH2:31][CH2:30][CH2:29][CH2:28]2)([C:21]2[CH:26]=[CH:25][CH:24]=[CH:23][CH:22]=2)[O:16]1)([CH3:14])([CH3:12])[CH3:13]. Reactant: C[Si](C)(C)[N-][Si](C)(C)C.[Li+].[C:11]([C@H:15]1[O:19][C:18](=[O:20])[C@@H:17]([C:21]2[CH:26]=[CH:25][CH:24]=[CH:23][CH:22]=2)[O:16]1)([CH3:14])([CH3:13])[CH3:12].[C:27]1(=[O:32])[CH2:31][CH2:30][CH2:29][CH2:28]1.[Cl-].[NH4+]. (2) Reactant: F[C:2]1[CH:24]=[CH:23][C:22]([CH3:25])=[CH:21][C:3]=1[C:4]([N:6]1[CH2:11][CH2:10][N:9]([C:12]([O:14][C:15]([CH3:18])([CH3:17])[CH3:16])=[O:13])[CH2:8][CH:7]1[CH2:19][OH:20])=[O:5].[H-].[Na+]. Product: [CH3:25][C:22]1[CH:23]=[CH:24][C:2]2[O:20][CH2:19][CH:7]3[CH2:8][N:9]([C:12]([O:14][C:15]([CH3:18])([CH3:17])[CH3:16])=[O:13])[CH2:10][CH2:11][N:6]3[C:4](=[O:5])[C:3]=2[CH:21]=1. The catalyst class is: 9. (3) Reactant: Br.[NH2:2][C:3](=[O:24])[CH:4]([OH:23])[CH:5]([NH:12]C(=O)OCC1C=CC=CC=1)[CH2:6][C:7]1[S:8][CH:9]=[CH:10][CH:11]=1. Product: [NH2:12][CH:5]([CH2:6][C:7]1[S:8][CH:9]=[CH:10][CH:11]=1)[CH:4]([OH:23])[C:3]([NH2:2])=[O:24]. The catalyst class is: 15. (4) Reactant: [C:1]1([C:7]2[N:16]=[CH:15][C:14]3[CH2:13][CH2:12][C:11]4[N:17]=[C:18]([NH2:20])[S:19][C:10]=4[C:9]=3[N:8]=2)[CH:6]=[CH:5][CH:4]=[CH:3][CH:2]=1.C(N(CC)CC)C.[C:28](Cl)(=[O:31])[CH2:29][CH3:30]. Product: [C:1]1([C:7]2[N:16]=[CH:15][C:14]3[CH2:13][CH2:12][C:11]4[N:17]=[C:18]([NH:20][C:28](=[O:31])[CH2:29][CH3:30])[S:19][C:10]=4[C:9]=3[N:8]=2)[CH:6]=[CH:5][CH:4]=[CH:3][CH:2]=1. The catalyst class is: 4.